This data is from Aqueous solubility values for 9,982 compounds from the AqSolDB database. The task is: Regression/Classification. Given a drug SMILES string, predict its absorption, distribution, metabolism, or excretion properties. Task type varies by dataset: regression for continuous measurements (e.g., permeability, clearance, half-life) or binary classification for categorical outcomes (e.g., BBB penetration, CYP inhibition). For this dataset (solubility_aqsoldb), we predict Y. (1) The Y is -3.27 log mol/L. The compound is CCc1nc2nc(N)nc(N)c2nc1CC. (2) The molecule is O=C(O)CCP(=O)(O)O. The Y is 0.501 log mol/L. (3) The drug is CC12CCC3C(=CCc4cc(O)ccc43)C1CCC2=O. The Y is -4.99 log mol/L. (4) The molecule is ClC(Cl)=C=C(Cl)C(Cl)Cl. The Y is -4.23 log mol/L. (5) The molecule is COC(=O)C1(S(=O)(=O)c2ccc([N+](=O)[O-])cc2)CC1. The Y is -3.38 log mol/L. (6) The compound is Clc1ccc(Oc2c(Cl)c(Cl)cc(Cl)c2Cl)cc1Cl. The Y is -8.30 log mol/L. (7) The compound is CCOC(=O)CC(=O)OCC. The Y is -0.820 log mol/L.